From a dataset of Full USPTO retrosynthesis dataset with 1.9M reactions from patents (1976-2016). Predict the reactants needed to synthesize the given product. (1) Given the product [F:28][C:2]([F:29])([F:1])[S:3]([C:6]1[CH:7]=[CH:8][C:9]2[O:14][CH2:13][C@H:12]([CH2:15][NH:33][CH2:30][CH2:31][CH3:32])[O:11][C:10]=2[CH:27]=1)(=[O:5])=[O:4], predict the reactants needed to synthesize it. The reactants are: [F:1][C:2]([F:29])([F:28])[S:3]([C:6]1[CH:7]=[CH:8][C:9]2[O:14][CH2:13][C@H:12]([CH2:15]OS(C3C=CC(C)=CC=3)(=O)=O)[O:11][C:10]=2[CH:27]=1)(=[O:5])=[O:4].[CH2:30]([NH2:33])[CH2:31][CH3:32].Cl. (2) Given the product [C:26]([N:23]1[CH2:22][CH2:21][CH:20]([N:18]2[C:9]([CH2:10][N:42]3[CH2:43][CH:39]4[CH2:38][N:37]([C:44]([O:46][N:62]5[C:63](=[O:64])[CH2:65][CH2:66][C:67]5=[O:68])=[O:45])[CH2:36][CH:40]4[CH2:41]3)=[CH:8][C:2]([CH3:3])=[N:19]2)[CH2:25][CH2:24]1)(=[O:28])[CH3:14], predict the reactants needed to synthesize it. The reactants are: O=[C:2]([CH2:8][C:9](=O)[CH3:10])[C:3](OCC)=O.Cl.O(N)[CH3:14].Cl.Cl.[NH:18]([CH:20]1[CH2:25][CH2:24][N:23]([C:26]([O:28]CC2C=CC=CC=2)=O)[CH2:22][CH2:21]1)[NH2:19].[CH2:36]1[CH:40]2[CH2:41][NH:42][CH2:43][CH:39]2[CH2:38][N:37]1[C:44]([O:46]C(C)(C)C)=[O:45].[CH2:66]1[C:67](=[O:68])[N:62](OC(O[N:62]2[C:67](=[O:68])[CH2:66][CH2:65][C:63]2=[O:64])=O)[C:63](=[O:64])[CH2:65]1. (3) Given the product [CH3:1][O:2][C:3]([C:5]1[C:13]([NH:14][C:15]2[CH:20]=[CH:19][C:18]([Br:21])=[CH:17][C:16]=2[Cl:22])=[C:12]([F:23])[C:8]2[N:9]=[CH:10][N:11]([CH2:7][CH:6]3[CH2:5][CH2:13][CH2:12][CH2:24][O:27]3)[C:7]=2[CH:6]=1)=[O:4], predict the reactants needed to synthesize it. The reactants are: [CH3:1][O:2][C:3]([C:5]1[C:13]([NH:14][C:15]2[CH:20]=[CH:19][C:18]([Br:21])=[CH:17][C:16]=2[Cl:22])=[C:12]([F:23])[C:8]2[N:9]=[CH:10][NH:11][C:7]=2[CH:6]=1)=[O:4].[C:24](=[O:27])([O-])[O-].[K+].[K+]. (4) Given the product [NH2:7][C:8]1[C:18]([Cl:19])=[CH:17][C:11]([CH2:12][OH:13])=[C:10]([O:20][CH3:21])[CH:9]=1, predict the reactants needed to synthesize it. The reactants are: [H-].[Al+3].[Li+].[H-].[H-].[H-].[NH2:7][C:8]1[C:18]([Cl:19])=[CH:17][C:11]([C:12](OCC)=[O:13])=[C:10]([O:20][CH3:21])[CH:9]=1. (5) Given the product [CH3:18][C@@H:2]([CH2:7][CH2:8][CH2:9][C:10]1[CH:15]=[CH:14][CH:13]=[CH:12][CH:11]=1)[C:1]([OH:4])=[O:3], predict the reactants needed to synthesize it. The reactants are: [C:1]([O:4]CC)(=[O:3])[CH3:2].[CH3:7][CH2:8][CH2:9][CH2:10][CH2:11][CH2:12][CH3:13].[C:14](O)(=O)[CH3:15].[CH:18](Cl)(Cl)Cl. (6) Given the product [N:22]1([CH2:28][CH2:29][NH:30][C:2]2[CH:3]=[C:4]3[C:9](=[CH:10][C:11]=2[N+:12]([O-:14])=[O:13])[NH:8][C:7](=[O:15])[N:6]([NH:16][S:17]([CH3:20])(=[O:19])=[O:18])[C:5]3=[O:21])[CH2:27][CH2:26][O:25][CH2:24][CH2:23]1, predict the reactants needed to synthesize it. The reactants are: F[C:2]1[CH:3]=[C:4]2[C:9](=[CH:10][C:11]=1[N+:12]([O-:14])=[O:13])[NH:8][C:7](=[O:15])[N:6]([NH:16][S:17]([CH3:20])(=[O:19])=[O:18])[C:5]2=[O:21].[N:22]1([CH2:28][CH2:29][NH2:30])[CH2:27][CH2:26][O:25][CH2:24][CH2:23]1. (7) Given the product [CH2:69]([O:68][C:67](=[O:71])[NH:66][C:63]1[CH:64]=[CH:65][C:60]([Cl:59])=[CH:61][C:62]=1[CH2:72][CH:73]1[C:79](=[O:80])[N:78]([S:81]([C:84]2[CH:85]=[CH:86][C:87]([Cl:90])=[CH:88][CH:89]=2)(=[O:82])=[O:83])[CH2:77][C:76](=[O:91])[NH:75][CH2:74]1)[CH3:70], predict the reactants needed to synthesize it. The reactants are: ClC1C=CC(OC)=C(C=1)CC1CNC(=O)CN(S(C2C=CC(Cl)=CC=2)(=O)=O)C1=O.ClC1C=CC(OC)=C(C=1)/C=C1/C(=O)N(S(C2C=CC(Cl)=CC=2)(=O)=O)CC(=O)NC/1.[Cl:59][C:60]1[CH:65]=[CH:64][C:63]([NH:66][C:67](=[O:71])[O:68][CH2:69][CH3:70])=[C:62](/[CH:72]=[C:73]2\[CH2:74][NH:75][C:76](=[O:91])[CH2:77][N:78]([S:81]([C:84]3[CH:89]=[CH:88][C:87]([Cl:90])=[CH:86][CH:85]=3)(=[O:83])=[O:82])[C:79]\2=[O:80])[CH:61]=1. (8) Given the product [O:3]=[C:4]1[N:10]([CH:11]2[CH2:16][CH2:15][N:14]([C:17]([O:19][C@@H:20]([C:30]([OH:32])=[O:31])[CH2:21][C:22]3[CH:27]=[C:26]([Br:28])[CH:25]=[C:24]([Br:29])[CH:23]=3)=[O:18])[CH2:13][CH2:12]2)[CH2:9][CH2:8][C:7]2[CH:34]=[CH:35][CH:36]=[CH:37][C:6]=2[NH:5]1, predict the reactants needed to synthesize it. The reactants are: [Li+].[OH-].[O:3]=[C:4]1[N:10]([CH:11]2[CH2:16][CH2:15][N:14]([C:17]([O:19][C@@H:20]([C:30]([O:32]C)=[O:31])[CH2:21][C:22]3[CH:27]=[C:26]([Br:28])[CH:25]=[C:24]([Br:29])[CH:23]=3)=[O:18])[CH2:13][CH2:12]2)[CH2:9][CH2:8][C:7]2[CH:34]=[CH:35][CH:36]=[CH:37][C:6]=2[NH:5]1.